Dataset: Full USPTO retrosynthesis dataset with 1.9M reactions from patents (1976-2016). Task: Predict the reactants needed to synthesize the given product. (1) Given the product [F:11][C:12]1[CH:17]=[CH:16][CH:15]=[C:14]([F:18])[C:13]=1[N:19]1[C:24]2[N:25]=[C:26]([NH:37][CH2:38][CH2:39][C:40]([NH:2][OH:3])=[NH:41])[N:27]=[C:28]([C:29]3[CH:34]=[CH:33][C:32]([F:35])=[CH:31][C:30]=3[CH3:36])[C:23]=2[CH:22]=[CH:21][C:20]1=[O:42], predict the reactants needed to synthesize it. The reactants are: Cl.[NH2:2][OH:3].C(N(CC)CC)C.[F:11][C:12]1[CH:17]=[CH:16][CH:15]=[C:14]([F:18])[C:13]=1[N:19]1[C:24]2[N:25]=[C:26]([NH:37][CH2:38][CH2:39][C:40]#[N:41])[N:27]=[C:28]([C:29]3[CH:34]=[CH:33][C:32]([F:35])=[CH:31][C:30]=3[CH3:36])[C:23]=2[CH:22]=[CH:21][C:20]1=[O:42]. (2) Given the product [C:1]([O:9][CH2:10][C:11]1[S:12][CH:13]=[C:14]([C:16]2[CH:21]=[CH:20][C:19]([CH2:22][Cl:26])=[CH:18][CH:17]=2)[N:15]=1)(=[O:8])[C:2]1[CH:7]=[CH:6][CH:5]=[CH:4][CH:3]=1, predict the reactants needed to synthesize it. The reactants are: [C:1]([O:9][CH2:10][C:11]1[S:12][CH:13]=[C:14]([C:16]2[CH:21]=[CH:20][C:19]([CH2:22]O)=[CH:18][CH:17]=2)[N:15]=1)(=[O:8])[C:2]1[CH:7]=[CH:6][CH:5]=[CH:4][CH:3]=1.S(Cl)([Cl:26])=O.CN(C)C=O. (3) Given the product [OH:31][CH2:32][CH2:33][NH:34][C:22]([NH:21][C:16]1[C:17]([CH3:20])=[C:18]([CH3:19])[C:13]2[O:12][CH2:11][CH:10]([C:7]3[CH:6]=[CH:5][C:4]([CH:1]([CH3:2])[CH3:3])=[CH:9][CH:8]=3)[C:14]=2[C:15]=1[CH3:30])=[O:29], predict the reactants needed to synthesize it. The reactants are: [CH:1]([C:4]1[CH:9]=[CH:8][C:7]([CH:10]2[C:14]3[C:15]([CH3:30])=[C:16]([NH:21][C:22](=[O:29])OCC(Cl)(Cl)Cl)[C:17]([CH3:20])=[C:18]([CH3:19])[C:13]=3[O:12][CH2:11]2)=[CH:6][CH:5]=1)([CH3:3])[CH3:2].[OH:31][CH2:32][CH2:33][NH2:34]. (4) Given the product [Br:1][C:11]1[C:12]([O:14][CH3:15])=[CH:13][C:6]([F:5])=[C:7]([CH:10]=1)[CH:8]=[O:9], predict the reactants needed to synthesize it. The reactants are: [Br-:1].[K+].BrBr.[F:5][C:6]1[CH:13]=[C:12]([O:14][CH3:15])[CH:11]=[CH:10][C:7]=1[CH:8]=[O:9]. (5) Given the product [CH3:1][C:2]1([CH3:24])[CH2:7][O:6][C:5](=[S:8])[N:4]([CH2:9][C:10]2[CH:15]=[CH:14][CH:13]=[CH:12][C:11]=2[N:16]([C:31]([O:33][CH3:34])=[O:32])[S:17]([C:20]([F:23])([F:21])[F:22])(=[O:19])=[O:18])[CH2:3]1, predict the reactants needed to synthesize it. The reactants are: [CH3:1][C:2]1([CH3:24])[CH2:7][O:6][C:5](=[S:8])[N:4]([CH2:9][C:10]2[CH:15]=[CH:14][CH:13]=[CH:12][C:11]=2[NH:16][S:17]([C:20]([F:23])([F:22])[F:21])(=[O:19])=[O:18])[CH2:3]1.C(=O)([O-])O.[Na+].Cl[C:31]([O:33][CH3:34])=[O:32].O. (6) Given the product [O:33]=[C:29]1[C@@H:28]([NH:27][C:25]2[O:26][C:22]([CH2:21][C:19]3[S:20][C:16]4[CH:15]=[C:14]([C:7]5[CH:8]=[CH:9][C:4]([C:1]([NH2:2])=[O:3])=[CH:5][CH:6]=5)[CH:35]=[CH:34][C:17]=4[N:18]=3)=[N:23][N:24]=2)[CH2:32][CH2:31][NH:30]1, predict the reactants needed to synthesize it. The reactants are: [C:1]([C:4]1[CH:9]=[CH:8][C:7](B(O)O)=[CH:6][CH:5]=1)(=[O:3])[NH2:2].Br[C:14]1[CH:35]=[CH:34][C:17]2[N:18]=[C:19]([CH2:21][C:22]3[O:26][C:25]([NH:27][C@H:28]4[CH2:32][CH2:31][NH:30][C:29]4=[O:33])=[N:24][N:23]=3)[S:20][C:16]=2[CH:15]=1.[O-]P([O-])([O-])=O.[K+].[K+].[K+].